From a dataset of Forward reaction prediction with 1.9M reactions from USPTO patents (1976-2016). Predict the product of the given reaction. (1) Given the reactants [C:1]([NH:9][C:10]1[C:19]2[C:14](=[CH:15][CH:16]=[CH:17][CH:18]=2)[C:13]([S:20](Cl)(=[O:22])=[O:21])=[CH:12][CH:11]=1)(=[O:8])[C:2]1[CH:7]=[CH:6][CH:5]=[CH:4][CH:3]=1.[NH2:24][CH:25]1[CH2:30][CH2:29][N:28](CC2C=CC=CC=2)[CH2:27][CH:26]1[CH3:38].[C:39](OC(N1CCC(N)CC1)=O)(C)(C)C.Cl[C:54]([O:56][CH:57]([CH3:59])[CH3:58])=[O:55].N(C(C)C)=C=O, predict the reaction product. The product is: [CH:57]([O:56][C:54]([N:28]1[CH2:29][CH2:30][C@@H:25]([NH:24][S:20]([C:13]2[C:14]3[C:19](=[CH:18][CH:17]=[CH:16][CH:15]=3)[C:10]([NH:9][C:1](=[O:8])[C:2]3[CH:7]=[CH:6][CH:5]=[CH:4][C:3]=3[CH3:39])=[CH:11][CH:12]=2)(=[O:22])=[O:21])[C@H:26]([CH3:38])[CH2:27]1)=[O:55])([CH3:59])[CH3:58]. (2) The product is: [C:12]([O:20][CH:21]([O:24][C:25]([NH:11][CH2:10][C@H:2]1[CH2:3][CH2:4][C@H:5]([C:7]([OH:9])=[O:8])[CH2:6][CH2:1]1)=[O:26])[CH2:22][CH3:23])(=[O:19])[C:13]1[CH:18]=[CH:17][CH:16]=[CH:15][CH:14]=1. Given the reactants [CH2:1]1[CH2:6][C@H:5]([C:7]([OH:9])=[O:8])[CH2:4][CH2:3][C@H:2]1[CH2:10][NH2:11].[C:12]([O:20][CH:21]([O:24][C:25](ON1C(=O)CCC1=O)=[O:26])[CH2:22][CH3:23])(=[O:19])[C:13]1[CH:18]=[CH:17][CH:16]=[CH:15][CH:14]=1, predict the reaction product.